Dataset: Reaction yield outcomes from USPTO patents with 853,638 reactions. Task: Predict the reaction yield, written as a fraction of the theoretical maximum amount of product (1.0 means a 100% yield; for example, 0.34 means a 34% yield). (1) The reactants are [O:1]=[C:2]([CH3:11])[CH2:3][C:4]([O:6][C:7]([CH3:10])([CH3:9])[CH3:8])=[O:5].[H-].[Na+].I[CH2:15][CH2:16][CH2:17][CH2:18][C:19]([O:21][CH2:22][CH3:23])=[O:20].C(OCC)(=O)C. The catalyst is O1CCCC1.O. The product is [C:2]([CH:3]([CH2:15][CH2:16][CH2:17][CH2:18][C:19]([O:21][CH2:22][CH3:23])=[O:20])[C:4]([O:6][C:7]([CH3:10])([CH3:9])[CH3:8])=[O:5])(=[O:1])[CH3:11]. The yield is 0.754. (2) The reactants are [CH2:1]([C@H:8]1[CH2:13][N:12]2[CH2:14][CH2:15][N:9]1[CH2:10][CH2:11]2)[C:2]1[CH:7]=[CH:6][CH:5]=[CH:4][CH:3]=1.[CH2:16]([Cl:18])[Cl:17]. No catalyst specified. The product is [Cl-:17].[CH2:1]([C@@H:8]1[N:9]2[CH2:10][CH2:11][N+:12]([CH2:16][Cl:18])([CH2:14][CH2:15]2)[CH2:13]1)[C:2]1[CH:7]=[CH:6][CH:5]=[CH:4][CH:3]=1. The yield is 1.00. (3) The reactants are C(N(CC)C(C)C)(C)C.Cl.[F:11][C:12]1[CH:21]=[CH:20][C:15]([C:16](=[NH:19])[O:17][CH3:18])=[CH:14][CH:13]=1.Cl.[CH3:23][O:24][C:25](=[O:30])[CH:26](CO)N. The catalyst is C(Cl)Cl. The product is [F:11][C:12]1[CH:13]=[CH:14][C:15]([C:16]2[O:17][CH2:18][CH:26]([C:25]([O:24][CH3:23])=[O:30])[N:19]=2)=[CH:20][CH:21]=1. The yield is 0.810. (4) The reactants are [C:1]([O:5][C:6](=[O:34])[C@@H:7]([NH:13][C:14]([NH:16][C@@H:17]([CH2:25][CH2:26][C:27]([O:29][C:30]([CH3:33])([CH3:32])[CH3:31])=[O:28])[C:18]([O:20][C:21]([CH3:24])([CH3:23])[CH3:22])=[O:19])=[O:15])[CH2:8][CH2:9][C:10]([OH:12])=[O:11])([CH3:4])([CH3:3])[CH3:2].[CH2:35]1[C:40](=[O:41])[N:39](OC(O[N:39]2[C:40](=[O:41])[CH2:35][CH2:36][C:37]2=[O:38])=O)[C:37](=[O:38])[CH2:36]1.N1C=CC=CC=1. The catalyst is CC#N. The product is [C:1]([O:5][C:6](=[O:34])[C@@H:7]([NH:13][C:14](=[O:15])[NH:16][C@@H:17]([CH2:25][CH2:26][C:27]([O:29][C:30]([CH3:33])([CH3:32])[CH3:31])=[O:28])[C:18]([O:20][C:21]([CH3:22])([CH3:23])[CH3:24])=[O:19])[CH2:8][CH2:9][C:10]([O:12][N:39]1[C:40](=[O:41])[CH2:35][CH2:36][C:37]1=[O:38])=[O:11])([CH3:2])([CH3:3])[CH3:4]. The yield is 0.970. (5) The reactants are [Br:1][C:2]1[CH:3]=[C:4]([Cl:11])[C:5]([C:8]([OH:10])=[O:9])=[N:6][CH:7]=1.C(OC(O[C:15]([CH3:18])([CH3:17])[CH3:16])=O)(O[C:15]([CH3:18])([CH3:17])[CH3:16])=O. The catalyst is C1COCC1.CN(C)C1C=CN=CC=1. The product is [Br:1][C:2]1[CH:3]=[C:4]([Cl:11])[C:5]([C:8]([O:10][C:15]([CH3:18])([CH3:17])[CH3:16])=[O:9])=[N:6][CH:7]=1. The yield is 0.930.